Dataset: Full USPTO retrosynthesis dataset with 1.9M reactions from patents (1976-2016). Task: Predict the reactants needed to synthesize the given product. (1) Given the product [NH:1]1[C:9]2[C:4](=[CH:5][CH:6]=[CH:7][CH:8]=2)[C:3]([CH2:10][NH:11][CH:22]2[CH2:21][CH2:20][C:19]([C:26]3[CH:27]=[CH:28][CH:29]=[CH:30][CH:31]=3)([N:18]([CH3:32])[CH3:17])[CH2:24][CH2:23]2)=[CH:2]1, predict the reactants needed to synthesize it. The reactants are: [NH:1]1[C:9]2[C:4](=[CH:5][CH:6]=[CH:7][CH:8]=2)[C:3]([CH2:10][NH2:11])=[CH:2]1.C1COCC1.[CH3:17][N:18]([CH3:32])[C:19]1([C:26]2[CH:31]=[CH:30][CH:29]=[CH:28][CH:27]=2)[CH2:24][CH2:23][C:22](=O)[CH2:21][CH2:20]1.C(O)(=O)C. (2) Given the product [Cl:1][C:2]1[CH:3]=[C:4]([N:8]2[C:12]([CH2:13][NH:14][C:37]([NH:36][C:33]3[CH:34]=[N:35][C:30]([NH:29][CH2:28][CH2:27][OH:26])=[CH:31][CH:32]=3)=[O:38])=[CH:11][C:10]([C:15]([F:16])([F:17])[F:18])=[N:9]2)[CH:5]=[CH:6][CH:7]=1, predict the reactants needed to synthesize it. The reactants are: [Cl:1][C:2]1[CH:3]=[C:4]([N:8]2[C:12]([CH2:13][NH2:14])=[CH:11][C:10]([C:15]([F:18])([F:17])[F:16])=[N:9]2)[CH:5]=[CH:6][CH:7]=1.C(N(CC)CC)C.[OH:26][CH2:27][CH2:28][NH:29][C:30]1[N:35]=[CH:34][C:33]([NH:36][C:37](=O)[O:38]C2C=CC=CC=2)=[CH:32][CH:31]=1. (3) Given the product [O:23]=[C:11]([CH2:17][CH3:19])[C:12]([O:14][CH2:15][CH3:16])=[O:13], predict the reactants needed to synthesize it. The reactants are: ClC1C=CC(N)=CC=1.C([CH:11]([C:17]([CH3:19])=O)[C:12]([O:14][CH2:15][CH3:16])=[O:13])C.Cl.C([OH:23])C. (4) Given the product [OH:7][C:1]1[CH:6]=[CH:5][CH:4]=[CH:3][C:2]=1[C:8]([OH:10])=[O:9], predict the reactants needed to synthesize it. The reactants are: [C:1]1([OH:7])[CH:6]=[CH:5][CH:4]=[CH:3][CH:2]=1.[C:8](=[O:10])=[O:9].C(O)(=O)C1C=CC=CC=1. (5) Given the product [C:43]([O:42][C:40]([NH:39][CH:36]1[CH2:37][CH2:38][N:33]([CH:19]2[CH2:20][CH:21]([C:26]3[CH:31]=[CH:30][C:29]([F:32])=[CH:28][CH:27]=3)[CH:22]([C:23]([O:25][CH2:48][C:49]([C:51]3[CH:52]=[CH:53][C:54]([NH:57][C:58]([O:59][CH3:60])=[O:61])=[CH:55][CH:56]=3)=[O:50])=[O:24])[N:17]([C:15]([O:14][CH2:7][C:8]3[CH:13]=[CH:12][CH:11]=[CH:10][CH:9]=3)=[O:16])[CH2:18]2)[CH2:34][CH2:35]1)=[O:41])([CH3:46])([CH3:45])[CH3:44], predict the reactants needed to synthesize it. The reactants are: C(=O)([O-])[O-].[Cs+].[Cs+].[CH2:7]([O:14][C:15]([N:17]1[CH:22]([C:23]([OH:25])=[O:24])[CH:21]([C:26]2[CH:31]=[CH:30][C:29]([F:32])=[CH:28][CH:27]=2)[CH2:20][CH:19]([N:33]2[CH2:38][CH2:37][CH:36]([NH:39][C:40]([O:42][C:43]([CH3:46])([CH3:45])[CH3:44])=[O:41])[CH2:35][CH2:34]2)[CH2:18]1)=[O:16])[C:8]1[CH:13]=[CH:12][CH:11]=[CH:10][CH:9]=1.Cl[CH2:48][C:49]([C:51]1[CH:56]=[CH:55][C:54]([NH:57][C:58](=[O:61])[O:59][CH3:60])=[CH:53][CH:52]=1)=[O:50]. (6) Given the product [CH3:1][O:2][C:3]([C:5]1[N:6]=[C:7]([NH:10][C:11](=[O:40])[C@@H:12]([N:23]2[C:27](=[O:28])[CH:26]([C:30]3[CH:38]=[CH:37][C:33]4[O:34][CH2:35][O:36][C:32]=4[CH:31]=3)[NH:25][C:24]2=[O:39])[CH2:13][C:14]2[CH:19]=[CH:18][C:17]([C:20](=[O:22])[NH2:21])=[CH:16][CH:15]=2)[S:8][CH:9]=1)=[O:4], predict the reactants needed to synthesize it. The reactants are: [CH3:1][O:2][C:3]([C:5]1[N:6]=[C:7]([NH:10][C:11](=[O:40])[C@@H:12]([N:23]2[C:27](=[O:28])[C:26]([C:30]3[CH:38]=[CH:37][C:33]4[O:34][CH2:35][O:36][C:32]=4[CH:31]=3)(O)[NH:25][C:24]2=[O:39])[CH2:13][C:14]2[CH:19]=[CH:18][C:17]([C:20](=[O:22])[NH2:21])=[CH:16][CH:15]=2)[S:8][CH:9]=1)=[O:4].C(=O)(O)[O-].[Na+]. (7) The reactants are: N[C:2](N)=[O:3].S(=NC(N)=O)(=O)=O.[NH2:12][C:13]1[N:18]=[CH:17][C:16]([N:19]2[C:24](=[O:25])[C:23]3[CH:26]=[C:27]([F:32])[C:28]([NH:30][CH3:31])=[CH:29][C:22]=3[O:21][CH2:20]2)=[CH:15][CH:14]=1.CO[C:35]1[CH:39]=[C:38](C)[S:37][C:36]=1[S:41]([NH:44][C:45](=[O:47])[O-])(=[O:43])=[O:42]. Given the product [F:32][C:27]1[C:28]([NH:30][CH3:31])=[CH:29][C:22]2[O:21][CH2:20][N:19]([C:16]3[CH:15]=[CH:14][C:13]([NH:12][C:45]([NH:44][S:41]([C:36]4[S:37][C:38]([O:3][CH3:2])=[CH:39][CH:35]=4)(=[O:42])=[O:43])=[O:47])=[N:18][CH:17]=3)[C:24](=[O:25])[C:23]=2[CH:26]=1, predict the reactants needed to synthesize it. (8) Given the product [CH2:2]([N:9]1[CH2:14][CH2:13][C:12]2([CH2:23][CH:22]([OH:24])[C:21]3[C:16](=[CH:17][CH:18]=[C:19](/[CH:25]=[CH:26]/[C:27]([NH:29][OH:30])=[O:28])[CH:20]=3)[O:15]2)[CH2:11][CH2:10]1)[C:3]1[CH:8]=[CH:7][CH:6]=[CH:5][CH:4]=1, predict the reactants needed to synthesize it. The reactants are: Cl.[CH2:2]([N:9]1[CH2:14][CH2:13][C:12]2([CH2:23][C:22](=[O:24])[C:21]3[C:16](=[CH:17][CH:18]=[C:19](/[CH:25]=[CH:26]/[C:27]([NH:29][OH:30])=[O:28])[CH:20]=3)[O:15]2)[CH2:11][CH2:10]1)[C:3]1[CH:8]=[CH:7][CH:6]=[CH:5][CH:4]=1.[BH4-].[Na+].